This data is from Forward reaction prediction with 1.9M reactions from USPTO patents (1976-2016). The task is: Predict the product of the given reaction. (1) Given the reactants [C:1]([C:3]1[C:11]([O:12][CH3:13])=[CH:10][CH:9]=[C:8]([F:14])[C:4]=1C(O)=O)#[N:2].CC[N:17](CC)CC.C1C=CC(P(N=[N+]=[N-])(C2C=CC=CC=2)=O)=CC=1.O, predict the reaction product. The product is: [NH2:17][C:4]1[C:8]([F:14])=[CH:9][CH:10]=[C:11]([O:12][CH3:13])[C:3]=1[C:1]#[N:2]. (2) The product is: [Cl:1][C:2]1[CH:10]=[C:9]2[C:5]([C:6]([C:11]([N:13]3[CH2:18][CH2:17][C:16]4([C:22]5[CH:23]=[CH:24][CH:25]=[CH:26][C:21]=5[CH2:20][O:19]4)[CH2:15][CH2:14]3)=[O:12])=[CH:7][N:8]2[CH2:32][CH:29]2[CH2:30][CH2:31][NH:27][CH2:28]2)=[CH:4][CH:3]=1. Given the reactants [Cl:1][C:2]1[CH:10]=[C:9]2[C:5]([C:6]([C:11]([N:13]3[CH2:18][CH2:17][C:16]4([C:22]5[CH:23]=[CH:24][CH:25]=[CH:26][C:21]=5[CH2:20][O:19]4)[CH2:15][CH2:14]3)=[O:12])=[CH:7][NH:8]2)=[CH:4][CH:3]=1.[NH:27]1[CH2:31][CH2:30][CH:29]([CH2:32]OS(C)(=O)=O)[CH2:28]1, predict the reaction product. (3) Given the reactants [Br:1][C:2]1[CH:7]=[CH:6][C:5]([C@H:8]([CH3:24])[CH2:9][C:10]([N:12]2[C@H:16]([C:17]3[CH:22]=[CH:21][CH:20]=[CH:19][CH:18]=3)[CH2:15][O:14][C:13]2=[O:23])=[O:11])=[CH:4][CH:3]=1.C(N(CC)C(C)C)(C)C.[Br:34]N1C(=O)CCC1=O, predict the reaction product. The product is: [Br:34][C@H:9]([C@H:8]([C:5]1[CH:4]=[CH:3][C:2]([Br:1])=[CH:7][CH:6]=1)[CH3:24])[C:10]([N:12]1[C@H:16]([C:17]2[CH:18]=[CH:19][CH:20]=[CH:21][CH:22]=2)[CH2:15][O:14][C:13]1=[O:23])=[O:11]. (4) Given the reactants [Br:1][C:2]1[CH:7]=[CH:6][CH:5]=[C:4]([N+:8]([O-])=O)[C:3]=1[F:11].ClC1C(B2OC(C)(C)C(C)(C)O2)=CC=CC=1N, predict the reaction product. The product is: [Br:1][C:2]1[C:3]([F:11])=[C:4]([CH:5]=[CH:6][CH:7]=1)[NH2:8].